This data is from Catalyst prediction with 721,799 reactions and 888 catalyst types from USPTO. The task is: Predict which catalyst facilitates the given reaction. (1) Reactant: [N+:1]([C:4]1[CH:16]=[CH:15][C:7]([CH:8]=[CH:9][C:10]([O:12][CH2:13]C)=[O:11])=[C:6](OCC)[CH:5]=1)([O-])=O.[Mg].[C:21](OCC)(=[O:23])[CH3:22]. Product: [CH2:21]([O:23][CH:9]([CH2:8][C:7]1[CH:6]=[CH:5][C:4]([NH2:1])=[CH:16][CH:15]=1)[C:10]([O:12][CH3:13])=[O:11])[CH3:22]. The catalyst class is: 5. (2) Reactant: Cl.[NH2:2][CH2:3][C:4]1[CH:9]=[CH:8][C:7]([S:10][C:11]([CH3:20])([CH3:19])[C:12]([O:14][C:15]([CH3:18])([CH3:17])[CH3:16])=[O:13])=[CH:6][CH:5]=1.Br[CH2:22][CH2:23][O:24][CH3:25].C(N(CC)CC)C. Product: [CH3:25][O:24][CH2:23][CH2:22][NH:2][CH2:3][C:4]1[CH:5]=[CH:6][C:7]([S:10][C:11]([CH3:20])([CH3:19])[C:12]([O:14][C:15]([CH3:18])([CH3:17])[CH3:16])=[O:13])=[CH:8][CH:9]=1. The catalyst class is: 3. (3) Reactant: [NH2:1][C@@H:2]([CH2:5][CH2:6][N:7]1[CH2:10][CH:9]([S:11][C:12]2[CH:17]=[CH:16][C:15]([Cl:18])=[CH:14][CH:13]=2)[CH2:8]1)[CH2:3][OH:4].C1([O:25][C:26](=O)[NH:27][C:28]2[S:29][C:30]([CH2:33][CH3:34])=[N:31][N:32]=2)C=CC=CC=1. Product: [Cl:18][C:15]1[CH:14]=[CH:13][C:12]([S:11][CH:9]2[CH2:10][N:7]([CH2:6][CH2:5][C@H:2]([NH:1][C:26]([NH:27][C:28]3[S:29][C:30]([CH2:33][CH3:34])=[N:31][N:32]=3)=[O:25])[CH2:3][OH:4])[CH2:8]2)=[CH:17][CH:16]=1. The catalyst class is: 16. (4) Reactant: C[O:2][C:3](=O)[C@@H:4]([NH:9][C:10](=[O:25])[C:11]1[CH:16]=[CH:15][C:14]([C:17]#[C:18][C:19]#[C:20][CH:21]([OH:24])[CH2:22][OH:23])=[CH:13][CH:12]=1)[C:5]([OH:8])([CH3:7])[CH3:6].[NH2:27][OH:28]. Product: [OH:24][CH:21]([CH2:22][OH:23])[C:20]#[C:19][C:18]#[C:17][C:14]1[CH:15]=[CH:16][C:11]([C:10]([NH:9][C@@H:4]([C:5]([OH:8])([CH3:7])[CH3:6])[C:3]([NH:27][OH:28])=[O:2])=[O:25])=[CH:12][CH:13]=1. The catalyst class is: 41. (5) Product: [C:13]([C:16]1[C:24]2[CH:23]=[CH:22][N:21]3[C:20]([C:19]=2[N:18]([CH2:25][C:26]([O:28][CH3:29])=[O:27])[N:17]=1)=[CH:5][C:4]([C:6]1[CH:11]=[CH:10][CH:9]=[C:8]([Cl:12])[CH:7]=1)=[CH:30]3)(=[O:15])[CH3:14]. Reactant: N([C:4]([C:6]1[CH:11]=[CH:10][CH:9]=[C:8]([Cl:12])[CH:7]=1)=[CH2:5])=[N+]=[N-].[C:13]([C:16]1[C:24]2[C:19](=[CH:20][N:21]=[CH:22][CH:23]=2)[N:18]([CH2:25][C:26]([O:28][CH3:29])=[O:27])[N:17]=1)(=[O:15])[CH3:14].[C:30](#N)C. The catalyst class is: 205. (6) Reactant: [CH2:1]([N:5]([CH:19]1[CH2:24][CH2:23][N:22]([C:25](=[O:33])[CH:26]([NH:31][CH3:32])[CH2:27][CH:28]([CH3:30])[CH3:29])[CH2:21][CH2:20]1)[S:6]([C:9]1[CH:14]=[CH:13][CH:12]=[C:11]([C:15]([F:18])([F:17])[F:16])[CH:10]=1)(=[O:8])=[O:7])[CH2:2][CH2:3][CH3:4].[CH3:34]O.C=O. Product: [CH2:1]([N:5]([CH:19]1[CH2:24][CH2:23][N:22]([C:25](=[O:33])[CH:26]([NH:31][CH3:32])[CH2:27][CH:28]([CH3:30])[CH3:29])[CH2:21][CH2:20]1)[S:6]([C:9]1[CH:14]=[CH:13][CH:12]=[C:11]([C:15]([F:18])([F:16])[F:17])[CH:10]=1)(=[O:8])=[O:7])[CH2:2][CH2:3][CH3:4].[CH:1]1([N:5]([CH:19]2[CH2:20][CH2:21][N:22]([C:25](=[O:33])[CH:26]([N:31]([CH3:32])[CH3:34])[CH2:27][CH:28]([CH3:30])[CH3:29])[CH2:23][CH2:24]2)[S:6]([C:9]2[CH:14]=[CH:13][CH:12]=[C:11]([C:15]([F:18])([F:16])[F:17])[CH:10]=2)(=[O:8])=[O:7])[CH2:3][CH2:2]1. The catalyst class is: 15. (7) Reactant: N[C:2]1[C:3]([CH3:20])=[C:4]([CH:12]=[C:13]([CH3:19])[C:14]=1[C:15]([O:17][CH3:18])=[O:16])[C:5]([O:7][C:8]([CH3:11])([CH3:10])[CH3:9])=[O:6].[I:21]CI.N(OCCC(C)C)=O. Product: [I:21][C:2]1[C:3]([CH3:20])=[C:4]([CH:12]=[C:13]([CH3:19])[C:14]=1[C:15]([O:17][CH3:18])=[O:16])[C:5]([O:7][C:8]([CH3:11])([CH3:10])[CH3:9])=[O:6]. The catalyst class is: 356. (8) Reactant: [CH2:1]([O:3][C:4]([C:6]1[S:7][C:8]([O:20][C:21]2[CH:29]=[CH:28][C:24]3[CH2:25][CH2:26][O:27][C:23]=3[CH:22]=2)=[C:9]2[C:14](=O)/[C:13](=[CH:16]/OCC)/[CH2:12][CH2:11][C:10]=12)=[O:5])[CH3:2].CS(O)(=O)=O.O.[CH3:36][NH:37][NH2:38]. Product: [CH2:1]([O:3][C:4]([C:6]1[S:7][C:8]([O:20][C:21]2[CH:29]=[CH:28][C:24]3[CH2:25][CH2:26][O:27][C:23]=3[CH:22]=2)=[C:9]2[C:14]3[N:37]([CH3:36])[N:38]=[CH:16][C:13]=3[CH2:12][CH2:11][C:10]=12)=[O:5])[CH3:2]. The catalyst class is: 8.